From a dataset of Forward reaction prediction with 1.9M reactions from USPTO patents (1976-2016). Predict the product of the given reaction. (1) The product is: [C:1]1([CH:7]2[NH:12]/[C:11](=[N:23]\[NH2:24])/[CH2:10][CH2:9][CH2:8]2)[CH:6]=[CH:5][CH:4]=[CH:3][CH:2]=1. Given the reactants [C:1]1([CH:7]2[NH:12][C:11](=O)[CH2:10][CH2:9][CH2:8]2)[CH:6]=[CH:5][CH:4]=[CH:3][CH:2]=1.O(C)S(C(F)(F)F)(=O)=O.[NH2:23][NH2:24].C(OCC)C, predict the reaction product. (2) Given the reactants [C:1]([C:4]1[CH:9]=[CH:8][CH:7]=[CH:6][CH:5]=1)(=[O:3])[CH3:2].C(O[CH:13](OCC)[N:14]([CH3:16])[CH3:15])C, predict the reaction product. The product is: [CH3:13][N:14]([CH3:16])/[CH:15]=[CH:2]/[C:1]([C:4]1[CH:9]=[CH:8][CH:7]=[CH:6][CH:5]=1)=[O:3]. (3) Given the reactants [H-].[Na+].OCC[N:6]1[C:10](=[O:11])[C:9]2=[CH:12][CH:13]=[CH:14][CH:15]=[C:8]2[C:7]1=[O:16].[H][H].C(OC(OCC)CBr)C, predict the reaction product. The product is: [C:10]1(=[O:11])[NH:6][C:7](=[O:16])[C:8]2=[CH:15][CH:14]=[CH:13][CH:12]=[C:9]12. (4) Given the reactants [C:1]([O:5][C:6]([NH:8][C:9]1([C:14]([NH:16][CH2:17][C:18]([N:20]2[C:28]3[C:23](=[CH:24][CH:25]=[CH:26][CH:27]=3)[CH2:22][C@H:21]2[C:29](O)=[O:30])=[O:19])=[O:15])[CH2:13][CH2:12][CH2:11][CH2:10]1)=[O:7])([CH3:4])([CH3:3])[CH3:2].[N:32]1[NH:33][N:34]=[N:35][C:36]=1[CH2:37][NH2:38].Cl, predict the reaction product. The product is: [C:1]([O:5][C:6](=[O:7])[NH:8][C:9]1([C:14](=[O:15])[NH:16][CH2:17][C:18](=[O:19])[N:20]2[C:28]3[C:23](=[CH:24][CH:25]=[CH:26][CH:27]=3)[CH2:22][C@H:21]2[C:29](=[O:30])[NH:38][CH2:37][C:36]2[N:32]=[N:33][NH:34][N:35]=2)[CH2:10][CH2:11][CH2:12][CH2:13]1)([CH3:2])([CH3:3])[CH3:4]. (5) Given the reactants C(OC(=O)[NH:7][CH2:8][C:9]1[CH:34]=[CH:33][C:12]2[N:13]([CH2:28][CH2:29][CH2:30][CH2:31][OH:32])[C:14]([CH2:16][N:17]3[C:25]4[C:20](=[CH:21][CH:22]=[CH:23][CH:24]=4)[C:19]([CH2:26][CH3:27])=[N:18]3)=[N:15][C:11]=2[CH:10]=1)(C)(C)C.C(O)(C(F)(F)F)=O.C(Cl)(=O)C, predict the reaction product. The product is: [NH2:7][CH2:8][C:9]1[CH:34]=[CH:33][C:12]2[N:13]([CH2:28][CH2:29][CH2:30][CH2:31][OH:32])[C:14]([CH2:16][N:17]3[C:25]4[C:20](=[CH:21][CH:22]=[CH:23][CH:24]=4)[C:19]([CH2:26][CH3:27])=[N:18]3)=[N:15][C:11]=2[CH:10]=1. (6) Given the reactants [CH2:1]([CH:8]([CH:14]([OH:16])[CH3:15])[C:9]([O:11][CH2:12][CH3:13])=[O:10])[C:2]1[CH:7]=[CH:6][CH:5]=[CH:4][CH:3]=1.N1C=CC=CC=1.[C:23](Cl)(=[O:30])[C:24]1[CH:29]=[CH:28][CH:27]=[CH:26][CH:25]=1, predict the reaction product. The product is: [CH2:1]([CH:8]([CH:14]([O:16][C:23](=[O:30])[C:24]1[CH:29]=[CH:28][CH:27]=[CH:26][CH:25]=1)[CH3:15])[C:9]([O:11][CH2:12][CH3:13])=[O:10])[C:2]1[CH:7]=[CH:6][CH:5]=[CH:4][CH:3]=1.